Dataset: Peptide-MHC class I binding affinity with 185,985 pairs from IEDB/IMGT. Task: Regression. Given a peptide amino acid sequence and an MHC pseudo amino acid sequence, predict their binding affinity value. This is MHC class I binding data. The peptide sequence is VMGVIGFGF. The MHC is HLA-B27:03 with pseudo-sequence HLA-B27:03. The binding affinity (normalized) is 0.0847.